From a dataset of Catalyst prediction with 721,799 reactions and 888 catalyst types from USPTO. Predict which catalyst facilitates the given reaction. (1) Reactant: O=[C:2]([CH2:6][C:7]1[CH:12]=[CH:11][CH:10]=[CH:9][CH:8]=1)[CH2:3][C:4]#[N:5].Cl.[F:14][C:15]1[CH:16]=[C:17]([NH:21][NH2:22])[CH:18]=[CH:19][CH:20]=1.C(O)(=O)C. Product: [CH2:6]([C:2]1[CH:3]=[C:4]([NH2:5])[N:21]([C:17]2[CH:18]=[CH:19][CH:20]=[C:15]([F:14])[CH:16]=2)[N:22]=1)[C:7]1[CH:12]=[CH:11][CH:10]=[CH:9][CH:8]=1. The catalyst class is: 8. (2) Reactant: [NH:1]1[C:10]2[C:5](=[CH:6][CH:7]=[CH:8][CH:9]=2)[CH2:4][CH2:3][CH2:2]1.Cl.C(N=C=NCCCN(C)C)C.[CH3:23][O:24][C:25]1[C:26](=[O:52])[C:27]([CH3:51])=[C:28]([CH2:34][C:35]2[CH:36]=[CH:37][C:38]([O:44][C:45]3[CH:50]=[CH:49][CH:48]=[CH:47][CH:46]=3)=[C:39]([CH:43]=2)[C:40](O)=[O:41])[C:29](=[O:33])[C:30]=1[O:31][CH3:32]. Product: [CH3:23][O:24][C:25]1[C:26](=[O:52])[C:27]([CH3:51])=[C:28]([CH2:34][C:35]2[CH:36]=[CH:37][C:38]([O:44][C:45]3[CH:50]=[CH:49][CH:48]=[CH:47][CH:46]=3)=[C:39]([CH:43]=2)[C:40]([N:1]2[C:10]3[C:5](=[CH:6][CH:7]=[CH:8][CH:9]=3)[CH2:4][CH2:3][CH2:2]2)=[O:41])[C:29](=[O:33])[C:30]=1[O:31][CH3:32]. The catalyst class is: 2.